This data is from Forward reaction prediction with 1.9M reactions from USPTO patents (1976-2016). The task is: Predict the product of the given reaction. (1) Given the reactants [H-].[H-].[H-].[H-].[Li+].[Al+3].[CH3:7][C@@H:8]([N:15]1[CH2:21][C:20](=[O:22])[C:17]2([CH2:19][CH2:18]2)[C:16]1=O)[C:9]1[CH:14]=[CH:13][CH:12]=[CH:11][CH:10]=1.C(OCC)(=O)C.O, predict the reaction product. The product is: [CH3:7][C@@H:8]([N:15]1[CH2:21][CH:20]([OH:22])[C:17]2([CH2:18][CH2:19]2)[CH2:16]1)[C:9]1[CH:10]=[CH:11][CH:12]=[CH:13][CH:14]=1. (2) Given the reactants [CH:1]1([CH2:6][CH:7]([N:11]2[C:19]3[C:14](=[CH:15][C:16]([O:20][C:21]([F:24])([F:23])[F:22])=[CH:17][CH:18]=3)[C:13](=O)[C:12]2=[O:26])[C:8]([OH:10])=[O:9])[CH2:5][CH2:4][CH2:3][CH2:2]1.O.NN, predict the reaction product. The product is: [CH:1]1([CH2:6][CH:7]([N:11]2[C:19]3[C:14](=[CH:15][C:16]([O:20][C:21]([F:22])([F:23])[F:24])=[CH:17][CH:18]=3)[CH2:13][C:12]2=[O:26])[C:8]([OH:10])=[O:9])[CH2:5][CH2:4][CH2:3][CH2:2]1. (3) Given the reactants O.[NH2:2][NH2:3].O=[C:5]([C:9]1[CH:14]=[CH:13][CH:12]=[CH:11][C:10]=1[C:15]([F:18])([F:17])[F:16])[CH2:6][C:7]#[N:8], predict the reaction product. The product is: [NH2:8][C:7]1[NH:2][N:3]=[C:5]([C:9]2[CH:14]=[CH:13][CH:12]=[CH:11][C:10]=2[C:15]([F:18])([F:17])[F:16])[CH:6]=1.